This data is from Blood-brain barrier permeability classification from the B3DB database. The task is: Regression/Classification. Given a drug SMILES string, predict its absorption, distribution, metabolism, or excretion properties. Task type varies by dataset: regression for continuous measurements (e.g., permeability, clearance, half-life) or binary classification for categorical outcomes (e.g., BBB penetration, CYP inhibition). Dataset: b3db_classification. (1) The drug is CN1C(=O)CN2CCc3ccccc3[C@H]2c2cc(Cl)ccc21. The result is 1 (penetrates BBB). (2) The compound is NNCCc1ccccc1. The result is 1 (penetrates BBB). (3) The compound is Cc1c(-c2ccc(O)cc2)n(Cc2ccc(OCCN3CCCCCC3)cc2)c2ccc(O)cc12. The result is 0 (does not penetrate BBB). (4) The molecule is CCOc1ccc(CC2=NCCc3cc(OCC)c(OCC)cc32)cc1OCC. The result is 0 (does not penetrate BBB). (5) The drug is C[C@@H](CC(C)(C)O)O[C@H](O)C(Cl)(Cl)Cl. The result is 1 (penetrates BBB). (6) The drug is COC(=O)[C@@H](c1ccccc1)[C@@H]1CCCCN1. The result is 1 (penetrates BBB). (7) The compound is N[C@@H](Cc1ccc(O)c(O)c1)C(=O)O. The result is 1 (penetrates BBB). (8) The drug is CC12CC(Cl)[C@@]3(Cl)C(CCC4=CC(=O)C=CC43C)C1CC[C@]2(O)C(=O)CO. The result is 1 (penetrates BBB). (9) The compound is COc1cc(C(=O)NC2CCCNC2)cc(OC)c1OC. The result is 0 (does not penetrate BBB).